Dataset: Reaction yield outcomes from USPTO patents with 853,638 reactions. Task: Predict the reaction yield, written as a fraction of the theoretical maximum amount of product (1.0 means a 100% yield; for example, 0.34 means a 34% yield). (1) The reactants are [F:8][C:7]([F:10])([F:9])[C:6](O[C:6](=[O:11])[C:7]([F:10])([F:9])[F:8])=[O:11].[C:14]([C:16]1[CH:28]=[CH:27][C:19]([CH2:20][CH:21]2[CH2:26][CH2:25][NH:24][CH2:23][CH2:22]2)=[CH:18][CH:17]=1)#[N:15]. The catalyst is ClCCl. The product is [F:10][C:7]([F:8])([F:9])[C:6]([N:24]1[CH2:23][CH2:22][CH:21]([CH2:20][C:19]2[CH:18]=[CH:17][C:16]([C:14]#[N:15])=[CH:28][CH:27]=2)[CH2:26][CH2:25]1)=[O:11]. The yield is 1.00. (2) The reactants are [Br:1][C:2]1[CH:7]=[CH:6][C:5]([S:8]([N:11]([CH3:13])[CH3:12])(=[O:10])=[O:9])=C(C#N)[CH:3]=1.[OH-:16].[Na+].[O:18]1[CH2:23][CH2:22]OCC1. No catalyst specified. The product is [Br:1][C:2]1[CH:7]=[CH:6][C:5]([S:8](=[O:10])(=[O:9])[N:11]([CH3:13])[CH3:12])=[C:22]([CH:3]=1)[C:23]([OH:18])=[O:16]. The yield is 0.340. (3) The reactants are [C:1](NCC(O)=O)([CH3:4])([CH3:3])[CH3:2].[C:10](=[O:25])(ON1C(=O)CCC1=O)[O:11][CH:12]1[CH2:16][CH2:15][CH2:14][CH2:13]1.[NH2:26][CH2:27][C:28]([OH:30])=[O:29]. The catalyst is C(=O)(O)[O-].[Na+].CC(C)=O. The product is [CH:12]1([O:11][C:10]([NH:26][C@@H:27]([C:1]([CH3:4])([CH3:3])[CH3:2])[C:28]([OH:30])=[O:29])=[O:25])[CH2:13][CH2:14][CH2:15][CH2:16]1. The yield is 0.790. (4) The product is [I:20][C:2]1[C:6]([C:7]([O:9][CH2:10][CH3:11])=[O:8])=[CH:5][NH:4][N:3]=1. No catalyst specified. The reactants are N[C:2]1[C:6]([C:7]([O:9][CH2:10][CH3:11])=[O:8])=[CH:5][NH:4][N:3]=1.N(OCCCCC)=O.[I:20]CI. The yield is 0.560. (5) The reactants are [NH2:1][C:2]1[CH:3]=[N:4][CH:5]=[CH:6][C:7]=1[OH:8].[NH2:9][C:10]1[CH:18]=[CH:17][CH:16]=[CH:15][C:11]=1[C:12](O)=O. No catalyst specified. The product is [O:8]1[C:7]2[CH:6]=[CH:5][N:4]=[CH:3][C:2]=2[N:1]=[C:12]1[C:11]1[CH:15]=[CH:16][CH:17]=[CH:18][C:10]=1[NH2:9]. The yield is 0.390. (6) The reactants are [Cl:1][C:2]1[CH:11]=[C:10]2[C:5]([CH:6]=[CH:7][C:8](/[CH:12]=[CH:13]/[C:14]3[CH:15]=[C:16]([CH:20](O)[CH2:21][CH2:22][C:23]4[CH:31]=[CH:30][CH:29]=[CH:28][C:24]=4[C:25]([OH:27])=[O:26])[CH:17]=[CH:18][CH:19]=3)=[N:9]2)=[CH:4][CH:3]=1.C1(N=C=NC2CCCCC2)CCCCC1. The catalyst is ClCCl.CN(C)C1C=CN=CC=1. The product is [Cl:1][C:2]1[CH:11]=[C:10]2[C:5]([CH:6]=[CH:7][C:8](/[CH:12]=[CH:13]/[C:14]3[CH:15]=[C:16]([CH:20]4[O:27][C:25](=[O:26])[C:24]5[CH:28]=[CH:29][CH:30]=[CH:31][C:23]=5[CH2:22][CH2:21]4)[CH:17]=[CH:18][CH:19]=3)=[N:9]2)=[CH:4][CH:3]=1. The yield is 0.800.